Dataset: Reaction yield outcomes from USPTO patents with 853,638 reactions. Task: Predict the reaction yield, written as a fraction of the theoretical maximum amount of product (1.0 means a 100% yield; for example, 0.34 means a 34% yield). (1) The catalyst is C(Cl)Cl. The yield is 0.690. The product is [C:1]([O:5][C:6]([N:7]([CH:8]1[CH2:13][CH2:12][O:11][CH2:10][CH2:9]1)[CH2:14][CH2:15][NH:16][C:17]1[N:22]2[N:23]=[C:24]([CH3:35])[C:25]([C:26]3[C:27]([Cl:34])=[CH:28][C:29]([O:33][S:48]([CH3:47])(=[O:50])=[O:49])=[CH:30][C:31]=3[Cl:32])=[C:21]2[N:20]=[C:19]([CH3:36])[CH:18]=1)=[O:37])([CH3:4])([CH3:3])[CH3:2]. The reactants are [C:1]([O:5][C:6](=[O:37])[N:7]([CH2:14][CH2:15][NH:16][C:17]1[N:22]2[N:23]=[C:24]([CH3:35])[C:25]([C:26]3[C:31]([Cl:32])=[CH:30][C:29]([OH:33])=[CH:28][C:27]=3[Cl:34])=[C:21]2[N:20]=[C:19]([CH3:36])[CH:18]=1)[CH:8]1[CH2:13][CH2:12][O:11][CH2:10][CH2:9]1)([CH3:4])([CH3:3])[CH3:2].N1C(C)=CC=CC=1C.F[C:47](F)(F)[S:48](O[S:48]([C:47](F)(F)F)(=[O:50])=[O:49])(=[O:50])=[O:49]. (2) The reactants are [CH3:1][C:2]1[C:3]([OH:13])=[CH:4][N:5]2[C:10]=1[C:9]([S:11][CH3:12])=[N:8][CH:7]=[N:6]2.[CH2:14]1[O:17][C@H:15]1[CH3:16].C(N(CC)CC)C. The catalyst is C(O)(C)(C)C. The product is [CH3:1][C:2]1[C:3]([O:13][CH2:14][C@@H:15]([OH:17])[CH3:16])=[CH:4][N:5]2[C:10]=1[C:9]([S:11][CH3:12])=[N:8][CH:7]=[N:6]2. The yield is 0.580. (3) The reactants are C([N:8]1[CH2:13][CH2:12][CH:11]([NH:14][C:15]2[C:20]([N+:21]([O-:23])=[O:22])=[CH:19][CH:18]=[CH:17][C:16]=2[CH3:24])[CH2:10][CH2:9]1)C1C=CC=CC=1.Cl[C:26]([O:28][CH2:29][CH3:30])=[O:27].C(=O)([O-])O.[K+].O. The catalyst is ClCCl. The product is [CH2:29]([O:28][C:26]([N:8]1[CH2:13][CH2:12][CH:11]([NH:14][C:15]2[C:20]([N+:21]([O-:23])=[O:22])=[CH:19][CH:18]=[CH:17][C:16]=2[CH3:24])[CH2:10][CH2:9]1)=[O:27])[CH3:30]. The yield is 0.900. (4) The reactants are [F:1][C:2]1[CH:8]=[C:7]([CH3:9])[CH:6]=[CH:5][C:3]=1[NH2:4].Cl[C:11]1[C:16]([C:17]([O:19][CH2:20][CH3:21])=[O:18])=[CH:15][N:14]=[C:13]([Cl:22])[CH:12]=1.Cl. The catalyst is CCO. The product is [Cl:22][C:13]1[CH:12]=[C:11]([NH:4][C:3]2[CH:5]=[CH:6][C:7]([CH3:9])=[CH:8][C:2]=2[F:1])[C:16]([C:17]([O:19][CH2:20][CH3:21])=[O:18])=[CH:15][N:14]=1. The yield is 0.440. (5) The yield is 0.280. The product is [CH3:34][N:18]([CH3:17])[CH2:19][CH2:20][CH2:21][NH:22][C:23]([C:25]1[C:29]([CH3:30])=[C:28]([CH:31]=[C:10]2[C:9]3[C:13](=[CH:14][CH:15]=[C:7]([C:1]4[CH:2]=[CH:3][CH:4]=[CH:5][CH:6]=4)[CH:8]=3)[NH:12][C:11]2=[O:16])[NH:27][C:26]=1[CH3:33])=[O:24]. No catalyst specified. The reactants are [C:1]1([C:7]2[CH:8]=[C:9]3[C:13](=[CH:14][CH:15]=2)[NH:12][C:11](=[O:16])[CH2:10]3)[CH:6]=[CH:5][CH:4]=[CH:3][CH:2]=1.[CH3:17][N:18]([CH3:34])[CH2:19][CH2:20][CH2:21][NH:22][C:23]([C:25]1[C:29]([CH3:30])=[C:28]([CH:31]=O)[NH:27][C:26]=1[CH3:33])=[O:24].